From a dataset of Reaction yield outcomes from USPTO patents with 853,638 reactions. Predict the reaction yield, written as a fraction of the theoretical maximum amount of product (1.0 means a 100% yield; for example, 0.34 means a 34% yield). (1) The reactants are Cl.Cl.[CH3:3][C@H:4]1[C:12]2[C:11]([N:13]3[CH2:18][CH2:17][NH:16][CH2:15][CH2:14]3)=[N:10][CH:9]=[N:8][C:7]=2[CH2:6][S:5]1.[Cl:19][C:20]1[CH:25]=[CH:24][C:23]([CH:26]([CH2:30][N:31]2[CH2:35][CH2:34][CH2:33][CH2:32]2)[C:27](O)=[O:28])=[CH:22][CH:21]=1.CN(C(ON1N=NC2C=CC=CC1=2)=[N+](C)C)C.F[P-](F)(F)(F)(F)F.C(N(CC)CC)C. The catalyst is C(Cl)Cl. The product is [Cl:19][C:20]1[CH:25]=[CH:24][C:23]([CH:26]([CH2:30][N:31]2[CH2:32][CH2:33][CH2:34][CH2:35]2)[C:27]([N:16]2[CH2:17][CH2:18][N:13]([C:11]3[C:12]4[C@H:4]([CH3:3])[S:5][CH2:6][C:7]=4[N:8]=[CH:9][N:10]=3)[CH2:14][CH2:15]2)=[O:28])=[CH:22][CH:21]=1. The yield is 0.467. (2) The reactants are C(O)(=O)/C=C\C(O)=O.[F:9][C:10]1[CH:11]=[C:12]2[C:20](=[CH:21][CH:22]=1)[NH:19][C:18]1[CH2:17][CH2:16][C@H:15]([CH2:23][NH:24][CH2:25][C@@H:26]3[O:40][C:30]4=[C:31]5[C:36](=[CH:37][CH:38]=[C:29]4[O:28][CH2:27]3)[N:35]=[C:34]([CH3:39])[CH:33]=[CH:32]5)[CH2:14][C:13]2=1.C(=O)([O-])[O-].[K+].[K+]. The catalyst is C(O)C. The product is [F:9][C:10]1[CH:11]=[C:12]2[C:20](=[CH:21][CH:22]=1)[NH:19][C:18]1[CH2:17][CH2:16][C@H:15]([CH2:23][NH:24][CH2:25][C@@H:26]3[O:40][C:30]4=[C:31]5[C:36](=[CH:37][CH:38]=[C:29]4[O:28][CH2:27]3)[N:35]=[C:34]([CH3:39])[CH:33]=[CH:32]5)[CH2:14][C:13]2=1. The yield is 0.740. (3) The product is [Br:2][C:3]1[CH:4]=[CH:5][C:6]([O:9][C:10]2[CH:11]=[C:12]([C@H:16]3[CH2:20][C:19]4([CH2:25][CH2:24][N:23]([C:33]([NH:32][C:28]5[CH:27]=[N:26][CH:31]=[CH:30][CH:29]=5)=[O:34])[CH2:22][CH2:21]4)[O:18][CH2:17]3)[CH:13]=[CH:14][CH:15]=2)=[N:7][CH:8]=1. The catalyst is C(#N)C. The reactants are Cl.[Br:2][C:3]1[CH:4]=[CH:5][C:6]([O:9][C:10]2[CH:11]=[C:12]([C@H:16]3[CH2:20][C:19]4([CH2:25][CH2:24][NH:23][CH2:22][CH2:21]4)[O:18][CH2:17]3)[CH:13]=[CH:14][CH:15]=2)=[N:7][CH:8]=1.[N:26]1[CH:31]=[CH:30][CH:29]=[C:28]([NH:32][C:33](=O)[O:34]C2C=CC=CC=2)[CH:27]=1.CCN(C(C)C)C(C)C. The yield is 0.760. (4) The reactants are [C:1]1(C)C=CC=C[CH:2]=1.[CH2:8]([O:15][C:16]1[CH:17]=[C:18]([CH2:30][C:31]#[N:32])[CH:19]=[CH:20][C:21]=1[O:22][CH2:23][C:24]1[CH:29]=[CH:28][CH:27]=[CH:26][CH:25]=1)[C:9]1[CH:14]=[CH:13][CH:12]=[CH:11][CH:10]=1.BrCCCl. The catalyst is [N+](CCCC)(CCCC)(CCCC)CCCC.[Br-].[OH-].[Na+].O. The product is [CH2:8]([O:15][C:16]1[CH:17]=[C:18]([C:30]2([C:31]#[N:32])[CH2:2][CH2:1]2)[CH:19]=[CH:20][C:21]=1[O:22][CH2:23][C:24]1[CH:29]=[CH:28][CH:27]=[CH:26][CH:25]=1)[C:9]1[CH:10]=[CH:11][CH:12]=[CH:13][CH:14]=1. The yield is 0.660. (5) The reactants are [NH2:1][C:2]1[N:6]([C:7]2[CH:12]=[C:11]([C:13](=[O:18])[NH:14][CH:15]3[CH2:17][CH2:16]3)[CH:10]=[CH:9][C:8]=2[CH3:19])[N:5]=[CH:4][C:3]=1[C:20]([OH:22])=O.[CH3:23][CH:24]1[CH2:29][CH2:28][CH2:27][CH2:26][CH:25]1[NH2:30].CCN=C=NCCCN(C)C.C1C=CC2N(O)N=NC=2C=1. The catalyst is CN(C=O)C.O. The product is [CH3:23][CH:24]1[CH2:29][CH2:28][CH2:27][CH2:26][CH:25]1[NH:30][C:20]([C:3]1[CH:4]=[N:5][N:6]([C:7]2[CH:12]=[C:11]([C:13](=[O:18])[NH:14][CH:15]3[CH2:17][CH2:16]3)[CH:10]=[CH:9][C:8]=2[CH3:19])[C:2]=1[NH2:1])=[O:22]. The yield is 0.700. (6) The reactants are B1(C)OC(C2C=CC=CC=2)(C2C=CC=CC=2)[C@H]2N1CCC2.[Cl:22][CH2:23][CH2:24][C:25]([C:27]1[S:28][CH:29]=[CH:30][CH:31]=1)=[O:26]. The catalyst is C1COCC1. The product is [Cl:22][CH2:23][CH2:24][C@H:25]([C:27]1[S:28][CH:29]=[CH:30][CH:31]=1)[OH:26]. The yield is 0.840. (7) The reactants are Br[C:2]1[CH:3]=[N:4][CH:5]=[C:6]([CH:10]=1)[C:7]([NH2:9])=[O:8].C([Sn](CCCC)(CCCC)[C:16]([O:18]CC)=[CH2:17])CCC.Cl. The catalyst is C1(C)C=CC=CC=1.Cl[Pd](Cl)([P](C1C=CC=CC=1)(C1C=CC=CC=1)C1C=CC=CC=1)[P](C1C=CC=CC=1)(C1C=CC=CC=1)C1C=CC=CC=1. The product is [C:16]([C:2]1[CH:3]=[N:4][CH:5]=[C:6]([CH:10]=1)[C:7]([NH2:9])=[O:8])(=[O:18])[CH3:17]. The yield is 0.780. (8) The catalyst is C1COCC1. The product is [Cl:9][C:4]1[N:5]=[C:6]([Cl:8])[N:7]=[C:2]([N:12]2[CH2:13][CH2:15][CH2:18][CH2:16]2)[N:3]=1. The reactants are Cl[C:2]1[N:7]=[C:6]([Cl:8])[N:5]=[C:4]([Cl:9])[N:3]=1.CC[N:12]([CH:16]([CH3:18])C)[CH:13]([CH3:15])C.N1CCCC1. The yield is 0.850. (9) The reactants are Cl[C:2]1[N:7]=[C:6]([N:8]([CH3:26])[CH:9]2[CH2:13][CH2:12][C:11]3([CH2:18][CH2:17][CH2:16][N:15]([C:19]([O:21][C:22]([CH3:25])([CH3:24])[CH3:23])=[O:20])[CH2:14]3)[CH2:10]2)[C:5]([Cl:27])=[CH:4][N:3]=1.Cl.[CH3:29][N:30]1[CH:34]=[C:33]([NH2:35])[CH:32]=[N:31]1.CCN(C(C)C)C(C)C. The catalyst is CCCCO. The product is [Cl:27][C:5]1[C:6]([N:8]([CH3:26])[CH:9]2[CH2:13][CH2:12][C:11]3([CH2:18][CH2:17][CH2:16][N:15]([C:19]([O:21][C:22]([CH3:25])([CH3:23])[CH3:24])=[O:20])[CH2:14]3)[CH2:10]2)=[N:7][C:2]([NH:35][C:33]2[CH:32]=[N:31][N:30]([CH3:29])[CH:34]=2)=[N:3][CH:4]=1. The yield is 0.520.